Dataset: Forward reaction prediction with 1.9M reactions from USPTO patents (1976-2016). Task: Predict the product of the given reaction. (1) Given the reactants [NH2:1][CH2:2][C:3]1[C:10]([F:11])=[CH:9][C:6]([C:7]#[N:8])=[C:5]([F:12])[CH:4]=1.[C:13](O[C:13]([O:15][C:16]([CH3:19])([CH3:18])[CH3:17])=[O:14])([O:15][C:16]([CH3:19])([CH3:18])[CH3:17])=[O:14], predict the reaction product. The product is: [F:12][C:5]1[CH:4]=[C:3]([CH2:2][NH:1][C:13]([O:15][C:16]([CH3:19])([CH3:18])[CH3:17])=[O:14])[C:10]([F:11])=[CH:9][C:6]=1[C:7]#[N:8]. (2) Given the reactants C(NC(C)C)(C)C.C([Li])CCC.[CH3:13][C:14]1[CH:19]=[N:18][CH:17]=[CH:16][N:15]=1.[CH3:20][O:21][C:22]1[CH:23]=[C:24]2[C:28](=[CH:29][CH:30]=1)[N:27]([CH3:31])[CH:26]=[C:25]2[C:32]#[N:33], predict the reaction product. The product is: [CH3:20][O:21][C:22]1[CH:23]=[C:24]2[C:28](=[CH:29][CH:30]=1)[N:27]([CH3:31])[CH:26]=[C:25]2[C:32]1[NH:33][C:19]2=[N:18][CH:17]=[CH:16][N:15]=[C:14]2[CH:13]=1. (3) Given the reactants [CH3:1][C:2]1[CH:7]=[CH:6][C:5]([S:8](Cl)(=[O:10])=[O:9])=[CH:4][CH:3]=1.[F:12][C:13]1[CH:14]=[CH:15][C:16]([NH2:19])=[N:17][CH:18]=1, predict the reaction product. The product is: [F:12][C:13]1[CH:14]=[CH:15]/[C:16](=[N:19]\[S:8]([C:5]2[CH:6]=[CH:7][C:2]([CH3:1])=[CH:3][CH:4]=2)(=[O:10])=[O:9])/[NH:17][CH:18]=1. (4) The product is: [CH3:17][O:16][CH2:15][CH2:14][O:13][C:4]1[CH:3]=[C:2]([B:18]2[O:22][C:21]([CH3:24])([CH3:23])[C:20]([CH3:26])([CH3:25])[O:19]2)[CH:7]=[CH:6][C:5]=1[O:8][CH2:9][CH2:10][O:11][CH3:12]. Given the reactants Br[C:2]1[CH:7]=[CH:6][C:5]([O:8][CH2:9][CH2:10][O:11][CH3:12])=[C:4]([O:13][CH2:14][CH2:15][O:16][CH3:17])[CH:3]=1.[B:18]1([B:18]2[O:22][C:21]([CH3:24])([CH3:23])[C:20]([CH3:26])([CH3:25])[O:19]2)[O:22][C:21]([CH3:24])([CH3:23])[C:20]([CH3:26])([CH3:25])[O:19]1.CC([O-])=O.[K+], predict the reaction product. (5) Given the reactants [NH2:1][C:2]1[CH:3]=[CH:4][C:5]([CH3:22])=[C:6]([C:8]2[CH:9]=[C:10]([N:16]3[CH2:21][CH2:20][O:19][CH2:18][CH2:17]3)[C:11](=[O:15])[N:12]([CH3:14])[CH:13]=2)[CH:7]=1.Br[CH2:24][C:25]1[CH:33]=[CH:32][C:28]([C:29](O)=[O:30])=[CH:27][C:26]=1[C:34]([F:37])([F:36])[F:35].CCN=C=NCCCN(C)C.[ClH:49], predict the reaction product. The product is: [Cl:49][CH2:24][C:25]1[CH:33]=[CH:32][C:28]([C:29]([NH:1][C:2]2[CH:3]=[CH:4][C:5]([CH3:22])=[C:6]([C:8]3[CH:9]=[C:10]([N:16]4[CH2:17][CH2:18][O:19][CH2:20][CH2:21]4)[C:11](=[O:15])[N:12]([CH3:14])[CH:13]=3)[CH:7]=2)=[O:30])=[CH:27][C:26]=1[C:34]([F:37])([F:36])[F:35]. (6) Given the reactants [OH:1][C:2]1[CH:15]=[CH:14][C:13]2[C:12](=[O:16])[C:11]3[C:6](=[CH:7][CH:8]=[C:9]([OH:17])[CH:10]=3)[C:5](=[O:18])[C:4]=2[CH:3]=1.C([O-])([O-])=O.[K+].[K+].[CH2:25]([CH:27]([CH2:30][CH2:31][CH2:32][CH3:33])[CH2:28]Br)[CH3:26], predict the reaction product. The product is: [CH2:25]([CH:27]([CH2:30][CH2:31][CH2:32][CH3:33])[CH2:28][O:1][C:2]1[CH:15]=[CH:14][C:13]2[C:12](=[O:16])[C:11]3[C:6](=[CH:7][CH:8]=[C:9]([O:17][CH2:5][CH:4]([CH2:13][CH3:12])[CH2:3][CH2:2][CH2:15][CH3:14])[CH:10]=3)[C:5](=[O:18])[C:4]=2[CH:3]=1)[CH3:26]. (7) Given the reactants [F:1][C:2]([F:16])([F:15])[O:3][C:4]1[CH:9]=[CH:8][C:7]([NH:10][CH2:11][C@@H:12]([NH2:14])[CH3:13])=[CH:6][CH:5]=1.[CH2:17]([O:24][C:25]([NH:27][C@@H:28]([CH2:32][CH:33]1[CH2:38][CH2:37][CH2:36][CH2:35][CH2:34]1)[C:29](O)=[O:30])=[O:26])[C:18]1[CH:23]=[CH:22][CH:21]=[CH:20][CH:19]=1.CN(C(ON1N=NC2C=CC=NC1=2)=[N+](C)C)C.F[P-](F)(F)(F)(F)F.CCN(C(C)C)C(C)C, predict the reaction product. The product is: [CH2:17]([O:24][C:25](=[O:26])[NH:27][C@H:28]([C:29](=[O:30])[NH:14][C@@H:12]([CH3:13])[CH2:11][NH:10][C:7]1[CH:6]=[CH:5][C:4]([O:3][C:2]([F:15])([F:16])[F:1])=[CH:9][CH:8]=1)[CH2:32][CH:33]1[CH2:34][CH2:35][CH2:36][CH2:37][CH2:38]1)[C:18]1[CH:23]=[CH:22][CH:21]=[CH:20][CH:19]=1.